This data is from Forward reaction prediction with 1.9M reactions from USPTO patents (1976-2016). The task is: Predict the product of the given reaction. (1) Given the reactants [CH2:1]([C:4]1[CH:9]=[CH:8][CH:7]=[CH:6][C:5]=1[OH:10])[CH2:2][CH3:3].[CH3:11][CH2:12][CH2:13][CH2:14][CH:15]([CH:17]([CH3:19])C)C.[CH3:20][CH2:21]CC(CC(C)C)C.CC(CC(C(C)C)C)C, predict the reaction product. The product is: [CH2:1]([C:4]1[CH:9]=[C:8]([CH2:20][CH2:21][CH2:19][CH2:17][CH2:15][CH2:14][CH2:13][CH2:12][CH3:11])[CH:7]=[CH:6][C:5]=1[OH:10])[CH2:2][CH3:3]. (2) The product is: [C:5]1([NH:8][C:9]([C:11]2[C:19]3[C:14](=[CH:15][CH:16]=[C:17]([CH2:25][CH2:26][C:27]4[CH:32]=[CH:31][CH:30]=[CH:29][CH:28]=4)[CH:18]=3)[NH:13][N:12]=2)=[O:10])[CH:6]=[CH:7][CH:2]=[CH:3][CH:4]=1. Given the reactants F[C:2]1[CH:7]=[CH:6][C:5]([NH:8][C:9]([C:11]2[C:19]3[C:14](=[CH:15][CH:16]=[C:17](I)[CH:18]=3)[NH:13][N:12]=2)=[O:10])=[CH:4][CH:3]=1.C[O-].[Na+].F[C:25]#[C:26][C:27]1[CH:32]=[CH:31][CH:30]=[CH:29][CH:28]=1, predict the reaction product. (3) Given the reactants [CH2:1]([O:8][C:9]1[C:10]([F:25])=[CH:11][C:12]([NH:18][CH:19]2[CH2:24][CH2:23][O:22][CH2:21][CH2:20]2)=[C:13]([CH:17]=1)[C:14](O)=[O:15])[C:2]1[CH:7]=[CH:6][CH:5]=[CH:4][CH:3]=1.[CH2:26]([NH2:37])[C:27]1[CH:36]=[CH:35][C:32]([O:33][CH3:34])=[C:29]([O:30][CH3:31])[CH:28]=1.CN(C(ON1N=NC2C=CC=CC1=2)=[N+](C)C)C.F[P-](F)(F)(F)(F)F.CCN(C(C)C)C(C)C, predict the reaction product. The product is: [CH2:1]([O:8][C:9]1[C:10]([F:25])=[CH:11][C:12]([NH:18][CH:19]2[CH2:24][CH2:23][O:22][CH2:21][CH2:20]2)=[C:13]([CH:17]=1)[C:14]([NH:37][CH2:26][C:27]1[CH:36]=[CH:35][C:32]([O:33][CH3:34])=[C:29]([O:30][CH3:31])[CH:28]=1)=[O:15])[C:2]1[CH:7]=[CH:6][CH:5]=[CH:4][CH:3]=1.